Dataset: Full USPTO retrosynthesis dataset with 1.9M reactions from patents (1976-2016). Task: Predict the reactants needed to synthesize the given product. Given the product [C:17]([C:3]1[C:4]([NH:7][C:8]2[CH:16]=[CH:15][C:11]([C:12]([OH:14])=[O:13])=[CH:10][CH:9]=2)=[N:5][NH:6][C:2]=1[N:1]=[CH:25][C:24]1[CH:27]=[CH:28][C:21]([OH:20])=[CH:22][CH:23]=1)(=[O:19])[NH2:18], predict the reactants needed to synthesize it. The reactants are: [NH2:1][C:2]1[NH:6][N:5]=[C:4]([NH:7][C:8]2[CH:16]=[CH:15][C:11]([C:12]([OH:14])=[O:13])=[CH:10][CH:9]=2)[C:3]=1[C:17](=[O:19])[NH2:18].[OH:20][C:21]1[CH:28]=[CH:27][C:24]([CH:25]=O)=[CH:23][CH:22]=1.